Dataset: Catalyst prediction with 721,799 reactions and 888 catalyst types from USPTO. Task: Predict which catalyst facilitates the given reaction. Reactant: C(O)(C(F)(F)F)=O.[Cl:8][C:9]1[N:17]=[C:16]2[C:12]([NH:13][CH:14]=[N:15]2)=[C:11](Cl)[N:10]=1.C([N:22](CC)C(C)C)(C)C. Product: [Cl:8][C:9]1[NH:10][C:11]([NH2:22])=[C:12]2[C:16]([N:17]=1)=[N:15][CH:14]=[N:13]2. The catalyst class is: 32.